From a dataset of Peptide-MHC class I binding affinity with 185,985 pairs from IEDB/IMGT. Regression. Given a peptide amino acid sequence and an MHC pseudo amino acid sequence, predict their binding affinity value. This is MHC class I binding data. (1) The peptide sequence is LERPLAVQL. The MHC is HLA-B15:01 with pseudo-sequence HLA-B15:01. The binding affinity (normalized) is 0.213. (2) The peptide sequence is QAWCWFGGKW. The MHC is Mamu-B17 with pseudo-sequence Mamu-B17. The binding affinity (normalized) is 0.572. (3) The peptide sequence is AINVLRGFRK. The MHC is HLA-A11:01 with pseudo-sequence HLA-A11:01. The binding affinity (normalized) is 0.487. (4) The peptide sequence is NHINKELSL. The MHC is HLA-B38:01 with pseudo-sequence HLA-B38:01. The binding affinity (normalized) is 0.409. (5) The peptide sequence is SGPSNTYPEI. The MHC is HLA-B40:01 with pseudo-sequence HLA-B40:01. The binding affinity (normalized) is 0. (6) The peptide sequence is AEQFKQKA. The MHC is H-2-Kk with pseudo-sequence H-2-Kk. The binding affinity (normalized) is 0.0929. (7) The peptide sequence is YARNFLIPF. The MHC is HLA-C14:02 with pseudo-sequence HLA-C14:02. The binding affinity (normalized) is 0.544.